Dataset: Full USPTO retrosynthesis dataset with 1.9M reactions from patents (1976-2016). Task: Predict the reactants needed to synthesize the given product. Given the product [CH2:1]([O:8][C:9]([NH:11][CH2:12][C:13]1[C:14]([CH2:34][CH:35]([CH3:37])[CH3:36])=[N:15][C:16]([CH3:33])=[C:17]([C:25]=1[C:26]1[CH:27]=[CH:28][C:29]([CH3:32])=[CH:30][CH:31]=1)[C:18]([O:20][CH2:21][C:22]1[S:23][CH:39]=[C:40]([C:41]([O:43][CH2:44][CH3:45])=[O:42])[N:24]=1)=[O:19])=[O:10])[C:2]1[CH:3]=[CH:4][CH:5]=[CH:6][CH:7]=1, predict the reactants needed to synthesize it. The reactants are: [CH2:1]([O:8][C:9]([NH:11][CH2:12][C:13]1[C:14]([CH2:34][CH:35]([CH3:37])[CH3:36])=[N:15][C:16]([CH3:33])=[C:17]([C:25]=1[C:26]1[CH:31]=[CH:30][C:29]([CH3:32])=[CH:28][CH:27]=1)[C:18]([O:20][CH2:21][C:22]([NH2:24])=[S:23])=[O:19])=[O:10])[C:2]1[CH:7]=[CH:6][CH:5]=[CH:4][CH:3]=1.Br[CH2:39][C:40](=O)[C:41]([O:43][CH2:44][CH3:45])=[O:42].